Dataset: CYP2D6 inhibition data for predicting drug metabolism from PubChem BioAssay. Task: Regression/Classification. Given a drug SMILES string, predict its absorption, distribution, metabolism, or excretion properties. Task type varies by dataset: regression for continuous measurements (e.g., permeability, clearance, half-life) or binary classification for categorical outcomes (e.g., BBB penetration, CYP inhibition). Dataset: cyp2d6_veith. (1) The compound is O=C(NCc1ccccn1)C1CC(c2ccc(Cl)c(Cl)c2)=NO1. The result is 0 (non-inhibitor). (2) The molecule is S=C(CSc1ccccc1)Nc1cccc2ccccc12. The result is 0 (non-inhibitor). (3) The drug is Cc1onc(C(=O)/C=C/N(C)C)c1C(=O)Nc1nccs1. The result is 0 (non-inhibitor). (4) The drug is CCOc1cc(NC(=O)C2CCCCC2)c(OCC)cc1NC(=O)c1ccco1. The result is 0 (non-inhibitor). (5) The molecule is CCN1CCCC1CNC(=O)CCNC(=O)c1cc(OC)c(OC)c(OC)c1. The result is 0 (non-inhibitor).